From a dataset of Reaction yield outcomes from USPTO patents with 853,638 reactions. Predict the reaction yield, written as a fraction of the theoretical maximum amount of product (1.0 means a 100% yield; for example, 0.34 means a 34% yield). (1) The reactants are [H-].[Na+].[CH3:3][S:4]([NH2:7])(=[O:6])=[O:5].[Cl:8][C:9]1[C:10]([O:26][C:27]2[CH:32]=[CH:31][C:30]([Cl:33])=[C:29]([C:34]([F:37])([F:36])[F:35])[CH:28]=2)=[CH:11][C:12]([F:25])=[C:13]([CH:24]=1)[C:14](OC1C=CC(C)=CC=1)=[O:15].O. The catalyst is CC1CCCO1. The product is [Cl:8][C:9]1[C:10]([O:26][C:27]2[CH:32]=[CH:31][C:30]([Cl:33])=[C:29]([C:34]([F:37])([F:35])[F:36])[CH:28]=2)=[CH:11][C:12]([F:25])=[C:13]([CH:24]=1)[C:14]([NH:7][S:4]([CH3:3])(=[O:6])=[O:5])=[O:15]. The yield is 0.530. (2) The reactants are [CH3:1][C:2]1[S:6][C:5]([C:7]([OH:9])=O)=[CH:4][C:3]=1[C:10]1[N:14]([CH3:15])[N:13]=[CH:12][C:11]=1[CH2:16][CH2:17][CH3:18].[NH2:19][C@@H:20]([CH2:33][C:34]1[CH:39]=[CH:38][CH:37]=[CH:36][C:35]=1[C:40]([F:43])([F:42])[F:41])[CH2:21][N:22]1[C:30](=[O:31])[C:29]2[C:24](=[CH:25][CH:26]=[CH:27][CH:28]=2)[C:23]1=[O:32].C(N(C(C)C)CC)(C)C.F[P-](F)(F)(F)(F)F.Br[P+](N1CCCC1)(N1CCCC1)N1CCCC1. The catalyst is C(Cl)Cl. The product is [O:31]=[C:30]1[C:29]2[C:24](=[CH:25][CH:26]=[CH:27][CH:28]=2)[C:23](=[O:32])[N:22]1[CH2:21][C@@H:20]([NH:19][C:7]([C:5]1[S:6][C:2]([CH3:1])=[C:3]([C:10]2[N:14]([CH3:15])[N:13]=[CH:12][C:11]=2[CH2:16][CH2:17][CH3:18])[CH:4]=1)=[O:9])[CH2:33][C:34]1[CH:39]=[CH:38][CH:37]=[CH:36][C:35]=1[C:40]([F:42])([F:41])[F:43]. The yield is 0.600. (3) The reactants are Cl[C:2]1[CH:10]=[CH:9][C:8]([N+:11]([O-:13])=[O:12])=[CH:7][C:3]=1[C:4]([OH:6])=[O:5].[CH3:14][NH:15][CH3:16]. The catalyst is C(O)(=O)C. The product is [CH3:14][N:15]([CH3:16])[C:2]1[CH:10]=[CH:9][C:8]([N+:11]([O-:13])=[O:12])=[CH:7][C:3]=1[C:4]([OH:6])=[O:5]. The yield is 0.910. (4) The reactants are [H-].[Na+].[CH3:3][C:4]([CH:7]=O)([CH3:6])[CH3:5].O.[C:18]([OH:20])(=[O:19])[CH2:17][C:17]([CH2:17][C:18]([OH:20])=[O:19])([C:18]([OH:20])=[O:19])O.[C:23]1(C)C=CC=C[CH:24]=1. No catalyst specified. The product is [CH3:6][C:4]([CH3:3])([CH3:5])[CH:7]=[CH:17][C:18]([O:20][CH2:23][CH3:24])=[O:19]. The yield is 0.950. (5) The reactants are [CH3:1][C:2]1[C:7](/[CH:8]=[CH:9]/[C:10](/[CH3:20])=[CH:11]/[CH:12]=[CH:13]/[C:14](/[CH3:19])=[CH:15]\[C:16]([OH:18])=[O:17])=[C:6]([CH3:21])[C:5]([CH3:22])=[C:4]([O:23][CH3:24])[CH:3]=1. The catalyst is CC(C)=O. The product is [CH3:1][C:2]1[C:7](/[CH:8]=[CH:9]/[C:10](/[CH3:20])=[CH:11]/[CH:12]=[CH:13]/[C:14](/[CH3:19])=[CH:15]/[C:16]([OH:18])=[O:17])=[C:6]([CH3:21])[C:5]([CH3:22])=[C:4]([O:23][CH3:24])[CH:3]=1. The yield is 0.983. (6) The reactants are [C:1](=[O:6])([O:4]C)[O:2][CH3:3].[CH3:7][N:8]([CH3:10])[CH3:9].[CH3:11]O. No catalyst specified. The product is [CH3:3][O:2][C:1](=[O:4])[O-:6].[CH3:7][N+:8]([CH3:11])([CH3:10])[CH3:9]. The yield is 0.802. (7) The yield is 1.00. The catalyst is C(Cl)Cl.O. The reactants are [CH2:1]([NH2:3])[CH3:2].C(N(CC)CC)C.[F:11][C:12]1[CH:20]=[CH:19][C:15]([C:16](Cl)=[O:17])=[CH:14][CH:13]=1. The product is [CH2:1]([NH:3][C:16](=[O:17])[C:15]1[CH:19]=[CH:20][C:12]([F:11])=[CH:13][CH:14]=1)[CH3:2].